Regression/Classification. Given a drug SMILES string, predict its absorption, distribution, metabolism, or excretion properties. Task type varies by dataset: regression for continuous measurements (e.g., permeability, clearance, half-life) or binary classification for categorical outcomes (e.g., BBB penetration, CYP inhibition). Dataset: pgp_broccatelli. From a dataset of P-glycoprotein inhibition data for predicting drug efflux from Broccatelli et al.. The drug is C[C@@]12CCC(=O)C=C1CC[C@H]1[C@H]2[C@@H](O)C[C@@]2(C)[C@@H]1CC[C@@]2(O)C(=O)CO. The result is 0 (non-inhibitor).